Dataset: Full USPTO retrosynthesis dataset with 1.9M reactions from patents (1976-2016). Task: Predict the reactants needed to synthesize the given product. (1) Given the product [CH2:29]([C:18]1[N:17]=[C:16]2[N:20]([CH2:21][CH2:22][C:23]3[CH:28]=[CH:27][CH:26]=[CH:25][C:24]=3[CH:15]2[O:14][CH:11]2[CH2:12][CH2:13][N:8]([CH3:7])[CH2:9][CH2:10]2)[CH:19]=1)[CH3:30], predict the reactants needed to synthesize it. The reactants are: C(O)(=O)C(O)=O.[CH3:7][N:8]1[CH2:13][CH2:12][CH:11]([O:14][CH:15]2[C:24]3[CH:25]=[CH:26][CH:27]=[CH:28][C:23]=3[CH2:22][CH2:21][N:20]3[C:16]2=[N:17][C:18]([CH:29]=[CH2:30])=[CH:19]3)[CH2:10][CH2:9]1. (2) Given the product [Br:1][C:2]1[N:7]=[C:6]([N:11]2[CH2:16][CH2:15][CH2:14][C@H:13]([NH:17][C:18](=[O:24])[O:19][C:20]([CH3:22])([CH3:21])[CH3:23])[CH2:12]2)[C:5]([O:9][CH3:10])=[CH:4][CH:3]=1, predict the reactants needed to synthesize it. The reactants are: [Br:1][C:2]1[N:7]=[C:6](F)[C:5]([O:9][CH3:10])=[CH:4][CH:3]=1.[NH:11]1[CH2:16][CH2:15][CH2:14][C@H:13]([NH:17][C:18](=[O:24])[O:19][C:20]([CH3:23])([CH3:22])[CH3:21])[CH2:12]1.CN1CCOCC1.O. (3) Given the product [N:16]1([C:12]2[CH:11]=[C:10]([C:8]3[O:9][C:1]([CH3:3])([CH3:2])[O:5][C:6](=[O:21])[CH:7]=3)[CH:15]=[CH:14][N:13]=2)[CH:20]=[CH:19][N:18]=[CH:17]1, predict the reactants needed to synthesize it. The reactants are: [C:1]([O:5][C:6](=[O:21])[CH2:7][C:8]([C:10]1[CH:15]=[CH:14][N:13]=[C:12]([N:16]2[CH:20]=[CH:19][N:18]=[CH:17]2)[CH:11]=1)=[O:9])(C)([CH3:3])[CH3:2].C(OC(C(F)(F)F)=O)(C(F)(F)F)=O.